This data is from Full USPTO retrosynthesis dataset with 1.9M reactions from patents (1976-2016). The task is: Predict the reactants needed to synthesize the given product. (1) Given the product [F:19][C:20]1[CH:25]=[CH:24][C:23]([C:2]2[CH:3]=[N:4][C:5]3[N:6]([CH:8]=[C:9]([CH2:11][O:12][C:13]4[CH:18]=[CH:17][CH:16]=[CH:15][N:14]=4)[N:10]=3)[CH:7]=2)=[C:22]([O:29][CH3:30])[CH:21]=1, predict the reactants needed to synthesize it. The reactants are: Br[C:2]1[CH:3]=[N:4][C:5]2[N:6]([CH:8]=[C:9]([CH2:11][O:12][C:13]3[CH:18]=[CH:17][CH:16]=[CH:15][N:14]=3)[N:10]=2)[CH:7]=1.[F:19][C:20]1[CH:25]=[CH:24][C:23](B(O)O)=[C:22]([O:29][CH3:30])[CH:21]=1. (2) The reactants are: Cl.N[C@@H](C[C@H](C)CCCC)C[C:5]([OH:7])=[O:6].N[C@@H:16]([CH2:25][C@H:26]([CH3:31])[CH2:27][CH2:28][CH2:29][CH3:30])[CH2:17][C:18]([O:20][C:21]([CH3:24])([CH3:23])[CH3:22])=[O:19]. Given the product [C:21]([O:20][C:18](=[O:19])[CH2:17][C@H:16]([CH2:25][C@H:26]([CH3:31])[CH2:27][CH2:28][CH2:29][CH3:30])[C:5]([OH:7])=[O:6])([CH3:24])([CH3:23])[CH3:22], predict the reactants needed to synthesize it. (3) The reactants are: CCN(CC1C=CC=CC=1)CC.C=CC1C=CC=CC=1.C=CC1C=CC(C=C)=CC=1.Cl.[N:32]1([CH2:38][CH2:39][CH2:40][O:41][C:42]2[CH:59]=[CH:58][C:45]([C:46]([N:48]3[CH2:56][C:55]4[C:50](=[CH:51][CH:52]=[C:53]([NH2:57])[CH:54]=4)[CH2:49]3)=[O:47])=[CH:44][CH:43]=2)[CH2:37][CH2:36][CH2:35][CH2:34][CH2:33]1.Br[CH2:61][CH2:62][CH2:63][C:64]([Cl:66])=[O:65]. Given the product [ClH:66].[N:32]1([CH2:38][CH2:39][CH2:40][O:41][C:42]2[CH:43]=[CH:44][C:45]([C:46]([N:48]3[CH2:56][C:55]4[C:50](=[CH:51][CH:52]=[C:53]([N:57]5[CH2:61][CH2:62][CH2:63][C:64]5=[O:65])[CH:54]=4)[CH2:49]3)=[O:47])=[CH:58][CH:59]=2)[CH2:37][CH2:36][CH2:35][CH2:34][CH2:33]1, predict the reactants needed to synthesize it. (4) Given the product [CH2:18]([C@:14]1([C:7]2[CH:6]=[CH:5][N:4]=[C:3]([O:2][CH3:1])[C:8]=2[CH2:9][O:10][CH2:11][O:12][CH3:13])[O:25][CH:15]1[CH2:16][OH:17])[CH3:19], predict the reactants needed to synthesize it. The reactants are: [CH3:1][O:2][C:3]1[C:8]([CH2:9][O:10][CH2:11][O:12][CH3:13])=[C:7]([C:14]([CH2:18][CH3:19])=[CH:15][CH2:16][OH:17])[CH:6]=[CH:5][N:4]=1.C([C@@](C([O-])=O)(O)[C@@](CC)(O)C([O-])=[O:25])C.C(OO)(C)(C)C. (5) Given the product [Cl:1][C:2]1[C:7]([N:8]2[CH2:9][CH2:10][CH:11]([NH:47][CH:45]3[CH2:46][C:43]([F:48])([F:42])[CH2:44]3)[CH2:12][CH2:13]2)=[CH:6][C:5]([C:15]#[N:16])=[CH:4][C:3]=1[NH:17][C:18]1[N:23]=[C:22]([NH:24][CH:34]2[CH2:35][CH2:36]2)[C:21]2=[N:37][CH:38]=[C:39]([C:40]#[N:41])[N:20]2[N:19]=1, predict the reactants needed to synthesize it. The reactants are: [Cl:1][C:2]1[C:7]([N:8]2[CH2:13][CH2:12][C:11](=O)[CH2:10][CH2:9]2)=[CH:6][C:5]([C:15]#[N:16])=[CH:4][C:3]=1[NH:17][C:18]1[N:23]=[C:22]([N:24]([CH:34]2[CH2:36][CH2:35]2)CC2C=CC(OC)=CC=2)[C:21]2=[N:37][CH:38]=[C:39]([C:40]#[N:41])[N:20]2[N:19]=1.[F:42][C:43]1([F:48])[CH2:46][CH:45]([NH2:47])[CH2:44]1.C(OC)(OC)OC.C([BH3-])#N.[Na+]. (6) Given the product [CH2:7]([NH:11][CH2:2][C:3]([O:5][CH3:6])=[O:4])[CH:8]([CH3:10])[CH3:9], predict the reactants needed to synthesize it. The reactants are: Br[CH2:2][C:3]([O:5][CH3:6])=[O:4].[CH2:7]([NH2:11])[CH:8]([CH3:10])[CH3:9].C(N(C(C)C)CC)(C)C.